From a dataset of CYP2D6 inhibition data for predicting drug metabolism from PubChem BioAssay. Regression/Classification. Given a drug SMILES string, predict its absorption, distribution, metabolism, or excretion properties. Task type varies by dataset: regression for continuous measurements (e.g., permeability, clearance, half-life) or binary classification for categorical outcomes (e.g., BBB penetration, CYP inhibition). Dataset: cyp2d6_veith. (1) The drug is CN1C[C@H](C(=O)N[C@]2(C)O[C@]3(O)[C@H]4CCCN4C(=O)[C@H](Cc4ccccc4)N3C2=O)C[C@H]2c3cccc4[nH]cc(c34)C[C@@H]21.CN1C[C@H](C(=O)N[C@]2(C)O[C@]3(O)[C@H]4CCCN4C(=O)[C@H](Cc4ccccc4)N3C2=O)C[C@H]2c3cccc4[nH]cc(c34)C[C@@H]21.O=C(O)[C@@H](O)[C@@H](O)C(=O)O. The result is 0 (non-inhibitor). (2) The result is 0 (non-inhibitor). The drug is Cc1ccc(-n2cc(C(=O)c3ccc4ccccc4c3O)cn2)cc1. (3) The drug is NC(=O)C[C@H](NC(=O)Cc1ccc(O)cc1O)C(=O)O. The result is 0 (non-inhibitor). (4) The molecule is O=c1c(-c2ccc(Cl)cc2)nc2cnc(Nc3ccccc3)nc2n1C1CC1. The result is 0 (non-inhibitor). (5) The drug is CCCC(CCC)C(=O)NNc1cc(=O)c2c(=O)n(C)c(=O)n(C)c2[nH]1. The result is 0 (non-inhibitor). (6) The drug is COc1cccc([C@@H]2Oc3ccc(OC)cc3/C(=N/O[C@@H](C)c3cn([C@H]4COC[C@H]4O)nn3)[C@@H]2O)c1. The result is 0 (non-inhibitor). (7) The compound is Cc1ccc2nc(Cc3ccc(N)cc3)[nH]c2c1.Cl. The result is 1 (inhibitor). (8) The compound is O=S(=O)(c1ccccc1)n1ccc2cccnc21. The result is 0 (non-inhibitor). (9) The molecule is CN[C@@H](c1ccncc1)[C@@H](NC)c1ccncc1. The result is 0 (non-inhibitor). (10) The compound is Cc1cc(C)c2c(-n3cccc3)n[nH]c2n1. The result is 1 (inhibitor).